This data is from Reaction yield outcomes from USPTO patents with 853,638 reactions. The task is: Predict the reaction yield, written as a fraction of the theoretical maximum amount of product (1.0 means a 100% yield; for example, 0.34 means a 34% yield). (1) The reactants are [CH2:1]([S:8][C:9]1[CH:10]=[CH:11][C:12]([NH:22][C:23]2[C:24]([O:31][CH3:32])=[N:25][C:26]([Cl:30])=[C:27]([Cl:29])[CH:28]=2)=[C:13](/[CH:15]=[CH:16]/[C:17]([O:19]CC)=O)[CH:14]=1)[C:2]1[CH:7]=[CH:6][CH:5]=[CH:4][CH:3]=1.C[O-].[Na+]. The catalyst is CO. The product is [CH2:1]([S:8][C:9]1[CH:14]=[C:13]2[C:12](=[CH:11][CH:10]=1)[N:22]([C:23]1[C:24]([O:31][CH3:32])=[N:25][C:26]([Cl:30])=[C:27]([Cl:29])[CH:28]=1)[C:17](=[O:19])[CH:16]=[CH:15]2)[C:2]1[CH:7]=[CH:6][CH:5]=[CH:4][CH:3]=1. The yield is 0.910. (2) The reactants are [F:1][CH:2]1[C:7]([C:8]2[C:16]3[C:11](=[CH:12][CH:13]=[C:14]([N+:17]([O-:19])=[O:18])[CH:15]=3)[NH:10][CH:9]=2)=[CH:6][CH2:5][NH:4][CH2:3]1.C=O.[CH3:22]C(O)=O.[BH3-]C#N.[Na+].[OH-].[Na+]. The catalyst is CO. The product is [F:1][CH:2]1[C:7]([C:8]2[C:16]3[C:11](=[CH:12][CH:13]=[C:14]([N+:17]([O-:19])=[O:18])[CH:15]=3)[NH:10][CH:9]=2)=[CH:6][CH2:5][N:4]([CH3:22])[CH2:3]1. The yield is 0.950. (3) The reactants are Br[CH2:2]/[CH:3]=[CH:4]/[C:5]([NH:7][CH2:8][CH2:9][CH3:10])=[O:6].[OH:11][C:12]1[CH:19]=[CH:18][CH:17]=[C:16]([N+:20]([O-:22])=[O:21])[C:13]=1[C:14]#[N:15].C(=O)([O-])[O-].[K+].[K+].C1OCCOCCOCCOCCOCCOC1. The catalyst is CC(C)=O. The product is [C:14]([C:13]1[C:16]([N+:20]([O-:22])=[O:21])=[CH:17][CH:18]=[CH:19][C:12]=1[O:11][CH2:2]/[CH:3]=[CH:4]/[C:5]([NH:7][CH2:8][CH2:9][CH3:10])=[O:6])#[N:15]. The yield is 0.790. (4) The reactants are [C:1]([C:3]1[O:7][C:6]([C:8](Cl)=[O:9])=[CH:5][CH:4]=1)#[N:2].[CH3:11][N:12]1[CH2:17][CH2:16][N:15]([C:18]2[CH:23]=[CH:22][C:21]([NH2:24])=[C:20]([C:25]3[C:29]([CH3:30])=[CH:28][S:27][CH:26]=3)[CH:19]=2)[CH2:14][CH2:13]1.CCN(C(C)C)C(C)C. No catalyst specified. The product is [CH3:11][N:12]1[CH2:17][CH2:16][N:15]([C:18]2[CH:23]=[CH:22][C:21]([NH:24][C:8]([C:6]3[O:7][C:3]([C:1]#[N:2])=[CH:4][CH:5]=3)=[O:9])=[C:20]([C:25]3[C:29]([CH3:30])=[CH:28][S:27][CH:26]=3)[CH:19]=2)[CH2:14][CH2:13]1. The yield is 0.240. (5) The reactants are [Br:1][C:2]1[CH:7]=[CH:6][C:5]([CH2:8]Br)=[CH:4][C:3]=1[O:10][CH3:11].C1OCCOCCOCCOCCOCCOC1.[C-:30]#[N:31].[K+].O. The catalyst is CS(C)=O. The product is [Br:1][C:2]1[CH:7]=[CH:6][C:5]([CH2:8][C:30]#[N:31])=[CH:4][C:3]=1[O:10][CH3:11]. The yield is 0.910. (6) The reactants are [S:1]([O-:4])([O-:3])=[O:2].[Na+].[Na+].[CH2:7]([O:14][C:15]1[CH:20]=[CH:19][CH:18]=[CH:17][C:16]=1[CH2:21]Br)[C:8]1[CH:13]=[CH:12][CH:11]=[CH:10][CH:9]=1.Cl. The catalyst is [I-].C([N+](CCCC)(CCCC)CCCC)CCC.O. The product is [CH2:7]([O:14][C:15]1[CH:20]=[CH:19][CH:18]=[CH:17][C:16]=1[CH2:21][S:1]([OH:4])(=[O:3])=[O:2])[C:8]1[CH:9]=[CH:10][CH:11]=[CH:12][CH:13]=1. The yield is 0.0800. (7) The reactants are [CH:1](=O)[CH:2]([CH3:4])[CH3:3].[O:6]=[C:7]([CH:9](P(=O)(OCC)OCC)[CH2:10][CH2:11][CH2:12][CH2:13][CH3:14])[CH3:8]. No catalyst specified. The product is [CH3:1][CH:2]([CH3:4])/[CH:3]=[C:9](\[CH2:10][CH2:11][CH2:12][CH2:13][CH3:14])/[C:7](=[O:6])[CH3:8]. The yield is 0.140. (8) The reactants are [Cl:1][C:2]1[C:6]([NH:7][CH2:8][CH3:9])=[CH:5][N:4]([C:10]2[CH:11]=[N:12][CH:13]=[CH:14][CH:15]=2)[N:3]=1.N1C=CC=CC=1.[F:22][C:23]([F:33])([F:32])[CH2:24][CH2:25][S:26][CH2:27][CH2:28][C:29](Cl)=[O:30].O. The catalyst is C(Cl)Cl.CN(C)C1C=CN=CC=1. The product is [Cl:1][C:2]1[C:6]([N:7]([CH2:8][CH3:9])[C:29](=[O:30])[CH2:28][CH2:27][S:26][CH2:25][CH2:24][C:23]([F:33])([F:32])[F:22])=[CH:5][N:4]([C:10]2[CH:11]=[N:12][CH:13]=[CH:14][CH:15]=2)[N:3]=1. The yield is 0.890. (9) The reactants are [F:1][C:2]1[CH:10]=[CH:9][CH:8]=[C:7]2[C:3]=1[CH:4]=[N:5][NH:6]2.[Br:11]Br.S(=O)(O)[O-].[Na+]. The catalyst is [OH-].[Na+]. The product is [Br:11][C:4]1[C:3]2[C:7](=[CH:8][CH:9]=[CH:10][C:2]=2[F:1])[NH:6][N:5]=1. The yield is 0.690.